Dataset: Full USPTO retrosynthesis dataset with 1.9M reactions from patents (1976-2016). Task: Predict the reactants needed to synthesize the given product. (1) Given the product [CH2:1]([O:3][C:4](=[O:16])[CH2:5][C:6]1[C:10]2[CH:11]=[CH:12][C:13]([O:15][CH2:25][C:24]3[CH:27]=[CH:28][C:29]([Cl:31])=[CH:30][C:23]=3[Cl:22])=[CH:14][C:9]=2[S:8][CH:7]=1)[CH3:2], predict the reactants needed to synthesize it. The reactants are: [CH2:1]([O:3][C:4](=[O:16])[CH2:5][C:6]1[C:10]2[CH:11]=[CH:12][C:13]([OH:15])=[CH:14][C:9]=2[S:8][CH:7]=1)[CH3:2].CN(C=O)C.[Cl:22][C:23]1[CH:30]=[C:29]([Cl:31])[CH:28]=[CH:27][C:24]=1[CH2:25]Cl.C([O-])([O-])=O.[K+].[K+]. (2) Given the product [F:12][C:13]([F:25])([F:26])[C:14]1[CH:15]=[C:16]([NH:17][C:7](=[O:9])[C:6]2[CH:10]=[C:2]([Br:1])[CH:3]=[CH:4][C:5]=2[OH:11])[CH:18]=[C:19]([C:21]([F:22])([F:24])[F:23])[CH:20]=1, predict the reactants needed to synthesize it. The reactants are: [Br:1][C:2]1[CH:10]=[C:6]([C:7]([OH:9])=O)[C:5]([OH:11])=[CH:4][CH:3]=1.[F:12][C:13]([F:26])([F:25])[C:14]1[CH:15]=[C:16]([CH:18]=[C:19]([C:21]([F:24])([F:23])[F:22])[CH:20]=1)[NH2:17]. (3) Given the product [Br:1][C:2]1[C:3]([CH3:14])=[C:4]([C:9]2[CH2:13][CH2:12][O:11][N:10]=2)[C:5]([S:16][CH3:15])=[CH:7][CH:8]=1, predict the reactants needed to synthesize it. The reactants are: [Br:1][C:2]1[CH:8]=[CH:7][C:5](N)=[C:4]([C:9]2[CH2:13][CH2:12][O:11][N:10]=2)[C:3]=1[CH3:14].[CH3:15][S:16]SC.N([O-])=O.[Na+].S(=O)(=O)(O)O.Cl. (4) Given the product [Cl:1][C:2]1[CH:7]=[CH:6][C:5]([S:8]([CH:11]([C:12]2[CH:17]=[C:16]([F:18])[CH:15]=[CH:14][C:13]=2[F:19])[CH2:22][CH2:21][C:20]([O:24][C:25]([CH3:28])([CH3:27])[CH3:26])=[O:23])(=[O:10])=[O:9])=[CH:4][CH:3]=1, predict the reactants needed to synthesize it. The reactants are: [Cl:1][C:2]1[CH:7]=[CH:6][C:5]([S:8]([CH2:11][C:12]2[CH:17]=[C:16]([F:18])[CH:15]=[CH:14][C:13]=2[F:19])(=[O:10])=[O:9])=[CH:4][CH:3]=1.[C:20]([O:24][C:25]([CH3:28])([CH3:27])[CH3:26])(=[O:23])[CH:21]=[CH2:22].CCCCCC. (5) Given the product [OH:27][C@H:7]1[C:8]2[N:9]=[CH:10][N:11]=[C:12]([N:14]3[CH2:19][CH2:18][N:17]([C:20]([O:22][C:23]([CH3:26])([CH3:25])[CH3:24])=[O:21])[CH2:16][CH2:15]3)[C:13]=2[C@H:5]([CH3:4])[CH2:6]1, predict the reactants needed to synthesize it. The reactants are: O[Li].O.[CH3:4][C@H:5]1[C:13]2[C:12]([N:14]3[CH2:19][CH2:18][N:17]([C:20]([O:22][C:23]([CH3:26])([CH3:25])[CH3:24])=[O:21])[CH2:16][CH2:15]3)=[N:11][CH:10]=[N:9][C:8]=2[C@H:7]([O:27]C(=O)C2C=CC([N+]([O-])=O)=CC=2)[CH2:6]1.C1COCC1. (6) Given the product [CH3:12][O:11][C:9]([C:7]1[S:8][C:4]2[CH:3]=[C:2]([N:1]([CH2:6][C:5]3[CH:13]=[CH:14][CH:2]=[CH:3][CH:4]=3)[CH2:15][C:16]3[CH:21]=[CH:20][CH:19]=[CH:18][CH:17]=3)[CH:14]=[CH:13][C:5]=2[CH:6]=1)=[O:10], predict the reactants needed to synthesize it. The reactants are: [NH2:1][C:2]1[CH:14]=[CH:13][C:5]2[CH:6]=[C:7]([C:9]([O:11][CH3:12])=[O:10])[S:8][C:4]=2[CH:3]=1.[CH2:15](Br)[C:16]1[CH:21]=[CH:20][CH:19]=[CH:18][CH:17]=1.C(=O)([O-])[O-].[K+].[K+]. (7) Given the product [C:5]([Cl:19])(=[O:18])[C:6]1[C:7](=[CH:11][C:12](=[CH:16][CH:17]=1)[C:13]([Cl:15])=[O:14])[C:8]([Cl:10])=[O:9].[C:27]([Cl:32])(=[O:31])[CH:28]=[CH2:29], predict the reactants needed to synthesize it. The reactants are: C(Cl)(Cl)=O.[C:5]([Cl:19])(=[O:18])[C:6]1[C:7](=[CH:11][C:12](=[CH:16][CH:17]=1)[C:13]([Cl:15])=[O:14])[C:8]([Cl:10])=[O:9].C1(O)C=CC=CC=1.[C:27]([Cl:32])(=[O:31])[C:28](C)=[CH2:29].OC1C=CC(C(C2C=CC(O)=CC=2)(C)C)=CC=1.[OH-].[Na+].[H][H]. (8) Given the product [Cl:16][C:7]1[C:6]2[C:11](=[CH:12][C:3]([O:2][CH3:1])=[CH:4][CH:5]=2)[N:10]=[CH:9][N:8]=1, predict the reactants needed to synthesize it. The reactants are: [CH3:1][O:2][C:3]1[CH:12]=[C:11]2[C:6]([C:7](=O)[NH:8][CH:9]=[N:10]2)=[CH:5][CH:4]=1.S(Cl)([Cl:16])=O. (9) Given the product [Cl:16][C:13]1[CH:14]=[CH:15][C:10]([C:8]([C:5]2[CH:6]=[CH:7][C:2]([CH:17]([CH3:19])[CH3:18])=[CH:3][CH:4]=2)=[O:9])=[CH:11][CH:12]=1, predict the reactants needed to synthesize it. The reactants are: Br[C:2]1[CH:7]=[CH:6][C:5]([C:8]([C:10]2[CH:15]=[CH:14][C:13]([Cl:16])=[CH:12][CH:11]=2)=[O:9])=[CH:4][CH:3]=1.[CH:17]([Mg]Cl)([CH3:19])[CH3:18]. (10) Given the product [CH2:13]([C:11]1[N:12]=[C:8]([NH2:7])[S:9][C:10]=1[S:15][CH3:16])[CH3:14], predict the reactants needed to synthesize it. The reactants are: C(OC(=O)[NH:7][C:8]1[S:9][C:10]([S:15][CH3:16])=[C:11]([CH2:13][CH3:14])[N:12]=1)(C)(C)C.